From a dataset of Full USPTO retrosynthesis dataset with 1.9M reactions from patents (1976-2016). Predict the reactants needed to synthesize the given product. Given the product [CH3:11][N:8]1[C:7]([N:12]2[CH:16]=[CH:15][CH:14]=[N:13]2)=[C:6]([C:4]([OH:5])=[O:3])[CH:10]=[N:9]1, predict the reactants needed to synthesize it. The reactants are: C([O:3][C:4]([C:6]1[CH:10]=[N:9][N:8]([CH3:11])[C:7]=1[N:12]1[CH:16]=[CH:15][CH:14]=[N:13]1)=[O:5])C.[Li+].[OH-].